This data is from Reaction yield outcomes from USPTO patents with 853,638 reactions. The task is: Predict the reaction yield, written as a fraction of the theoretical maximum amount of product (1.0 means a 100% yield; for example, 0.34 means a 34% yield). The reactants are Br[C:2]([F:15])([F:14])[C:3]#[C:4][CH2:5][O:6][Si:7]([C:10]([CH3:13])([CH3:12])[CH3:11])([CH3:9])[CH3:8].[CH2:16]=[O:17].[In]. The catalyst is C1COCC1.O. The product is [Si:7]([O:6][CH2:5][C:4]#[C:3][C:2]([F:15])([F:14])[CH2:16][OH:17])([C:10]([CH3:13])([CH3:12])[CH3:11])([CH3:9])[CH3:8].[F:15][C:2]([F:14])([CH2:16][OH:17])[C:3]#[C:4][CH2:5][OH:6].[CH2:5]([OH:6])[C:4]#[CH:3]. The yield is 0.440.